From a dataset of Catalyst prediction with 721,799 reactions and 888 catalyst types from USPTO. Predict which catalyst facilitates the given reaction. (1) The catalyst class is: 7. Reactant: [NH2:1][C:2]1[CH:6]=[C:5]([Br:7])[S:4][C:3]=1[C:8]([NH2:10])=[O:9].C(N(CC)CC)C.[O:18]1[CH2:22][CH2:21][CH2:20][CH:19]1[C:23](Cl)=O. Product: [Br:7][C:5]1[S:4][C:3]2[C:8](=[O:9])[NH:10][C:23]([CH:19]3[CH2:20][CH2:21][CH2:22][O:18]3)=[N:1][C:2]=2[CH:6]=1. (2) Reactant: [Br:1][C:2]1[C:3]([C:12]2[O:13][CH:14]=[CH:15][CH:16]=2)=[N:4][C:5]([NH2:11])=[N:6][C:7]=1S(C)=O.[C:17]1([CH2:23][CH2:24][CH2:25][OH:26])[CH:22]=[CH:21][CH:20]=[CH:19][CH:18]=1.C1CCN2C(=NCCC2)CC1. Product: [Br:1][C:2]1[C:3]([C:12]2[O:13][CH:14]=[CH:15][CH:16]=2)=[N:4][C:5]([NH2:11])=[N:6][C:7]=1[O:26][CH2:25][CH2:24][CH2:23][C:17]1[CH:22]=[CH:21][CH:20]=[CH:19][CH:18]=1. The catalyst class is: 12. (3) Reactant: C(O)(C)(C)C.CC(C)([O-])C.[Na+].[C:12]1([C@@H:18]([NH:20][C@H:21]2[CH2:26][CH2:25][CH2:24][CH2:23][C@H:22]2[C:27]([O:29][CH2:30][CH3:31])=[O:28])[CH3:19])[CH:17]=[CH:16][CH:15]=[CH:14][CH:13]=1. Product: [C:12]1([C@@H:18]([NH:20][C@H:21]2[CH2:26][CH2:25][CH2:24][CH2:23][C@@H:22]2[C:27]([O:29][CH2:30][CH3:31])=[O:28])[CH3:19])[CH:13]=[CH:14][CH:15]=[CH:16][CH:17]=1. The catalyst class is: 7. (4) Reactant: [CH:1]1([C@H:5]([NH:10][C:11]2[N:19]=[C:18]([C:20]#[N:21])[N:17]=[C:16]3[C:12]=2[N:13]([CH2:22][C:23]2[CH:28]=[CH:27][C:26]([C:29]([F:32])([F:31])[F:30])=[CH:25][CH:24]=2)[CH:14]=[N:15]3)[CH2:6][CH2:7][CH2:8][OH:9])[CH2:4][CH2:3][CH2:2]1.N1C=CN=C1.[C:38]([Si:42](Cl)([CH3:44])[CH3:43])([CH3:41])([CH3:40])[CH3:39]. Product: [Si:42]([O:9][CH2:8][CH2:7][CH2:6][C@@H:5]([NH:10][C:11]1[N:19]=[C:18]([C:20]#[N:21])[N:17]=[C:16]2[C:12]=1[N:13]([CH2:22][C:23]1[CH:24]=[CH:25][C:26]([C:29]([F:32])([F:30])[F:31])=[CH:27][CH:28]=1)[CH:14]=[N:15]2)[CH:1]1[CH2:4][CH2:3][CH2:2]1)([C:38]([CH3:41])([CH3:40])[CH3:39])([CH3:44])[CH3:43]. The catalyst class is: 64. (5) Product: [CH3:30][O:29][C:20]1[CH:21]=[C:22]([C:25]([F:28])([F:26])[F:27])[CH:23]=[CH:24][C:19]=1[C:13]1[C:12]2[C:17](=[CH:18][C:9]([S:38]([Cl:42])(=[O:40])=[O:39])=[N:10][CH:11]=2)[N:16]=[CH:15][CH:14]=1. The catalyst class is: 6. Reactant: C(S[C:9]1[CH:18]=[C:17]2[C:12]([C:13]([C:19]3[CH:24]=[CH:23][C:22]([C:25]([F:28])([F:27])[F:26])=[CH:21][C:20]=3[O:29][CH3:30])=[CH:14][CH:15]=[N:16]2)=[CH:11][N:10]=1)C1C=CC=CC=1.C(Cl)Cl.C(O)(=O)C.[S:38]([Cl:42])(Cl)(=[O:40])=[O:39]. (6) Reactant: [NH:1]1[C:5]2=[N:6][CH:7]=[CH:8][CH:9]=[C:4]2[CH2:3][C:2]1=[O:10].Br[C:12]1[CH:17]=[CH:16][C:15]([N+:18]([O-:20])=[O:19])=[CH:14][CH:13]=1.CNCCNC.[I-].[K+]. Product: [N+:18]([C:15]1[CH:16]=[CH:17][C:12]([N:1]2[C:5]3=[N:6][CH:7]=[CH:8][CH:9]=[C:4]3[CH2:3][C:2]2=[O:10])=[CH:13][CH:14]=1)([O-:20])=[O:19]. The catalyst class is: 185. (7) Reactant: Br[C:2]1[CH:8]=[CH:7][C:5]([NH2:6])=[C:4]([O:9][CH3:10])[CH:3]=1.[CH2:11]([PH:13](=[O:16])[CH2:14][CH3:15])[CH3:12].CC1(C)C2C(=C(P(C3C=CC=CC=3)C3C=CC=CC=3)C=CC=2)OC2C(P(C3C=CC=CC=3)C3C=CC=CC=3)=CC=CC1=2.P([O-])([O-])([O-])=O.[K+].[K+].[K+]. Product: [CH2:11]([P:13]([C:2]1[CH:8]=[CH:7][C:5]([NH2:6])=[C:4]([O:9][CH3:10])[CH:3]=1)([CH2:14][CH3:15])=[O:16])[CH3:12]. The catalyst class is: 274. (8) Reactant: [C:1]([O:5][C:6]([N:8]1[CH2:13][CH2:12][C:11]([F:15])([F:14])[CH:10]([CH2:16][N:17]=[N+]=[N-])[CH2:9]1)=[O:7])([CH3:4])([CH3:3])[CH3:2]. Product: [C:1]([O:5][C:6]([N:8]1[CH2:13][CH2:12][C:11]([F:14])([F:15])[CH:10]([CH2:16][NH2:17])[CH2:9]1)=[O:7])([CH3:4])([CH3:3])[CH3:2]. The catalyst class is: 350.